Dataset: Full USPTO retrosynthesis dataset with 1.9M reactions from patents (1976-2016). Task: Predict the reactants needed to synthesize the given product. (1) Given the product [Br:1][C:16]1[CH:17]=[C:18]2[C:13](=[CH:14][CH:15]=1)[N:12]1[CH2:20][CH2:21][N:22]([C:24]([O:26][CH2:27][C:28]3[CH:33]=[CH:32][CH:31]=[CH:30][CH:29]=3)=[O:25])[CH2:23][CH:11]1[C:10](=[O:9])[NH:19]2, predict the reactants needed to synthesize it. The reactants are: [Br:1]N1C(=O)CCC1=O.[O:9]=[C:10]1[NH:19][C:18]2[C:13](=[CH:14][CH:15]=[CH:16][CH:17]=2)[N:12]2[CH2:20][CH2:21][N:22]([C:24]([O:26][CH2:27][C:28]3[CH:33]=[CH:32][CH:31]=[CH:30][CH:29]=3)=[O:25])[CH2:23][CH:11]12. (2) The reactants are: C(OC([N:8]1[CH2:13][CH2:12][C:11]([C:17]2[CH:22]=[CH:21][CH:20]=[C:19]([C:23]3[CH:24]=[N:25][N:26]([CH3:28])[CH:27]=3)[CH:18]=2)([C:14](O)=[O:15])[CH2:10][CH2:9]1)=O)(C)(C)C.[H-].[Al+3].[Li+].[H-].[H-].[H-]. Given the product [CH3:28][N:26]1[CH:27]=[C:23]([C:19]2[CH:18]=[C:17]([C:11]3([CH2:14][OH:15])[CH2:12][CH2:13][NH:8][CH2:9][CH2:10]3)[CH:22]=[CH:21][CH:20]=2)[CH:24]=[N:25]1, predict the reactants needed to synthesize it. (3) Given the product [Cl:1][C:2]1[CH:7]=[CH:6][CH:5]=[C:4]([N+:8]([O-:10])=[O:9])[C:3]=1[NH:18][C:12]1[CH:17]=[CH:16][CH:15]=[CH:14][CH:13]=1, predict the reactants needed to synthesize it. The reactants are: [Cl:1][C:2]1[CH:7]=[CH:6][CH:5]=[C:4]([N+:8]([O-:10])=[O:9])[C:3]=1F.[C:12]1([NH2:18])[CH:17]=[CH:16][CH:15]=[CH:14][CH:13]=1. (4) The reactants are: Br[CH2:2][CH2:3][CH2:4][N:5]1[C:9](=[O:10])[C:8]2=[CH:11][CH:12]=[CH:13][CH:14]=[C:7]2[C:6]1=[O:15].[CH3:16][S-:17].[Na+]. Given the product [CH3:16][S:17][CH2:2][CH2:3][CH2:4][N:5]1[C:9](=[O:10])[C:8]2[C:7](=[CH:14][CH:13]=[CH:12][CH:11]=2)[C:6]1=[O:15], predict the reactants needed to synthesize it. (5) Given the product [C:37]([C:32]1[CH:33]=[CH:34][CH:35]=[CH:36][C:31]=1[NH:30][C@@H:4]([CH2:5][C:6]1[CH:11]=[CH:10][C:9]([O:12][CH2:13][CH2:14][N:15]2[C:28]3[CH:27]=[C:26]([Cl:29])[CH:25]=[CH:24][C:23]=3[S:22][C:21]3[C:16]2=[CH:17][CH:18]=[CH:19][CH:20]=3)=[CH:8][CH:7]=1)[C:3]([OH:45])=[O:2])(=[O:44])[C:38]1[CH:43]=[CH:42][CH:41]=[CH:40][CH:39]=1, predict the reactants needed to synthesize it. The reactants are: C[O:2][C:3](=[O:45])[C@@H:4]([NH:30][C:31]1[CH:36]=[CH:35][CH:34]=[CH:33][C:32]=1[C:37](=[O:44])[C:38]1[CH:43]=[CH:42][CH:41]=[CH:40][CH:39]=1)[CH2:5][C:6]1[CH:11]=[CH:10][C:9]([O:12][CH2:13][CH2:14][N:15]2[C:28]3[CH:27]=[C:26]([Cl:29])[CH:25]=[CH:24][C:23]=3[S:22][C:21]3[C:16]2=[CH:17][CH:18]=[CH:19][CH:20]=3)=[CH:8][CH:7]=1.[OH-].[Na+]. (6) Given the product [F:1][CH2:2][C:3]1([CH2:13][F:14])[CH2:12][CH2:11][C:6](=[O:7])[CH2:5][CH2:4]1, predict the reactants needed to synthesize it. The reactants are: [F:1][CH2:2][C:3]1([CH2:13][F:14])[CH2:12][CH2:11][C:6]2(OCC[O:7]2)[CH2:5][CH2:4]1.